This data is from Catalyst prediction with 721,799 reactions and 888 catalyst types from USPTO. The task is: Predict which catalyst facilitates the given reaction. Reactant: [OH-].[Li+].[C:3]([C:7]1[N:11]([CH2:12][CH:13]2[CH2:18][CH2:17][O:16][CH2:15][CH2:14]2)[C:10]2[CH:19]=[CH:20][C:21]([S:23]([N:26]3[CH:30]=[CH:29][C:28]([C:31]([O:33]C)=[O:32])=[CH:27]3)(=[O:25])=[O:24])=[CH:22][C:9]=2[N:8]=1)([CH3:6])([CH3:5])[CH3:4]. Product: [C:3]([C:7]1[N:11]([CH2:12][CH:13]2[CH2:18][CH2:17][O:16][CH2:15][CH2:14]2)[C:10]2[CH:19]=[CH:20][C:21]([S:23]([N:26]3[CH:30]=[CH:29][C:28]([C:31]([OH:33])=[O:32])=[CH:27]3)(=[O:25])=[O:24])=[CH:22][C:9]=2[N:8]=1)([CH3:6])([CH3:4])[CH3:5]. The catalyst class is: 20.